Dataset: Full USPTO retrosynthesis dataset with 1.9M reactions from patents (1976-2016). Task: Predict the reactants needed to synthesize the given product. (1) Given the product [P:24]([CH2:23][CH2:22][NH:21][C:2]1[N:3]([C:13]2[N:14]=[CH:15][N:16]=[C:17]([NH2:20])[C:18]=2[N:19]=1)[C@@H:4]1[O:12][C@H:9]([CH2:10][OH:11])[C@@H:7]([OH:8])[C@H:5]1[OH:6])([OH:27])([OH:26])=[O:25], predict the reactants needed to synthesize it. The reactants are: Br[C:2]1[N:3]([C:13]2[N:14]=[CH:15][N:16]=[C:17]([NH2:20])[C:18]=2[N:19]=1)[C@@H:4]1[O:12][C@H:9]([CH2:10][OH:11])[C@@H:7]([OH:8])[C@H:5]1[OH:6].[NH2:21][CH2:22][CH2:23][P:24](=[O:27])([O-:26])[O-:25].[OH-].[Na+]. (2) Given the product [CH2:1]([CH:3]([CH2:17][CH3:18])[CH2:4][N:5]1[C:6]2[N:16]=[CH:15][CH:14]=[CH:13][C:7]=2[C:8](=[O:9])[O:10][C:11]1=[O:19])[CH3:2], predict the reactants needed to synthesize it. The reactants are: [CH2:1]([CH:3]([CH2:17][CH3:18])[CH2:4][NH:5][C:6]1[N:16]=[CH:15][CH:14]=[CH:13][C:7]=1[C:8]([O:10][CH2:11]C)=[O:9])[CH3:2].[O:19]=C(Cl)OC(Cl)(Cl)Cl.